From a dataset of Experimentally validated miRNA-target interactions with 360,000+ pairs, plus equal number of negative samples. Binary Classification. Given a miRNA mature sequence and a target amino acid sequence, predict their likelihood of interaction. (1) The miRNA is hsa-miR-141-3p with sequence UAACACUGUCUGGUAAAGAUGG. The protein sequence of the target gene is MKQPIMADGPRCKRRKQANPRRKNVVNYDNVVDTGSETDEEDKLHIAEDDGIANPLDQETSPASVPNHESSPHVSQALLPREEEEDEIREGGVEHPWHNNEILQASVDGPEEMKEDYDTMGPEATIQTAINNGTVKNANCTSDFEEYFAKRKLEERDGHAVSIEEYLQRSDTAIIYPEAPEELSRLGTPEANGQEENDLPPGTPDAFAQLLTCPYCDRGYKRLTSLKEHIKYRHEKNEENFSCPLCSYTFAYRTQLERHMVTHKPGTDQHQMLTQGAGNRKFKCTECGKAFKYKHHLKEH.... Result: 1 (interaction). (2) The miRNA is hsa-miR-3192-5p with sequence UCUGGGAGGUUGUAGCAGUGGAA. The protein sequence of the target gene is MTTSASSHLNKGIKQVYMSLPQGEKVQAMYIWIDGTGEGLRCKTRTLDSEPKCVEELPEWNFDGSSTLQSEGSNSDMYLVPAAMFRDPFRKDPNKLVLCEVFKYNRRPAETNLRHTCKRIMDMVSNQHPWFGMEQEYTLMGTDGHPFGWPSNGFPGPQGPYYCGVGADRAYGRDIVEAHYRACLYAGVKIAGTNAEVMPAQWEFQIGPCEGISMGDHLWVARFILHRVCEDFGVIATFDPKPIPGNWNGAGCHTNFSTKAMREENGLKYIEEAIEKLSKRHQYHIRAYDPKGGLDNARRL.... Result: 1 (interaction). (3) The miRNA is mmu-miR-6715-3p with sequence CCAAACCAGGCGUGCCUGUGG. The protein sequence of the target gene is MDFPGLGALGTSEPLPQFVDSALVSSPSDSTGFFSSGPEGLDAASSSTSPNAATAAASALAYYREAEAYRHSPVFQVYPLLNSMEGIPGGSPYASWAYGKTALYPASTVCPSHEDAPSQALEDQEGKSNNTFLDTLKTERLSPDLLTLGTALPASLPVTGSAYGGADFPSPFFSPTGSPLSSAAYSSPKFHGSLPLAPCEARECVNCGATATPLWRRDRTGHYLCNACGLYHKMNGQNRPLIRPKKRMIVSKRAGTQCTNCQTTTTTLWRRNASGDPVCNACGLYFKLHQVNRPLTMRKD.... Result: 0 (no interaction). (4) The miRNA is mmu-miR-374c-5p with sequence AUAAUACAACCUGCUAAGUG. The protein sequence of the target gene is MEHFDASLSTYFKAFLGPRDTRVKGWFLLDNYIPTFVCSVIYLLIVWLGPKYMKNRQPFSCRGILQLYNLGLTLLSLYMFYELVTGVWEGKYNFFCQGTRSAGESDMKIIRVLWWYYFSKLIEFMDTFFFILRKNNHQITVLHVYHHATMLNIWWFVMNWVPCGHSYFGATLNSFIHVLMYSYYGLSSIPSMRPYLWWKKYITQGQLVQFVLTIIQTTCGVFWPCSFPLGWLFFQIGYMISLIALFTNFYIQTYNKKGASRRKDHLKGHQNGSVAAVNGHTNSFPSLENSVKPRKQRKD. Result: 1 (interaction). (5) The miRNA is hsa-miR-4648 with sequence UGUGGGACUGCAAAUGGGAG. The protein sequence of the target gene is MIYTMKKVHALWASVCLLLNLAPAPLNADSEEDEEHTIITDTELPPLKLMHSFCAFKADDGPCKAIMKRFFFNIFTRQCEEFIYGGCEGNQNRFESLEECKKMCTRDNANRIIKTTLQQEKPDFCFLEEDPGICRGYITRYFYNNQTKQCERFKYGGCLGNMNNFETLEECKNICEDGPNGFQVDNYGTQLNAVNNSLTPQSTKVPSLFEFHGPSWCLTPADRGLCRANENRFYYNSVIGKCRPFKYSGCGGNENNFTSKQECLRACKKGFIQRISKGGLIKTKRKRKKQRVKIAYEEIF.... Result: 1 (interaction). (6) The miRNA is hsa-miR-4438 with sequence CACAGGCUUAGAAAAGACAGU. The protein sequence of the target gene is MRRGPWERWSLASHRLDAGLCTCPREESREIRAGQIVLKAMAQGLVTFRDVAIEFSLEEWKCLEPAQRDLYREVTLENFGHLASLGLSISKPDVVSLLEQGKEPWMIANDVTGPWCPDLESRCEKFLQKDIFEIGAFNWEIMESLKCSDLEGSDFRADWECEGQFERQVNEECYFKQVNVTYGHMPVFQHHTSHTVRQSRETGEKLMECHECGKAFSRGSHLIQHQKIHTGEKPFGCKECGKAFSRASHLVQHQRIHTGEKPYDCKDCGKAFGRTSELILHQRLHTGVKPYECKECGKTF.... Result: 1 (interaction). (7) The miRNA is hsa-miR-663a with sequence AGGCGGGGCGCCGCGGGACCGC. The protein sequence of the target gene is MNVMGFNTDRLAWTRNKLRGFYFAKLYYEAKEYDLAKKYVCTYLSVQERDPRAHRFLGLLYELEENTEKAVECYRRSLELNPPQKDLVLKIAELLCKNDVTDGRAKYWVERAAKLFPGSPAIYKLKEHLLDCEGEDGWNKLFDWIQSELYVRPDDVHMNIRLVELYRSNKRLKDAVARCHEAERNIALRSSLEWNSCVVQTLKEYLESLQCLESDKSDWRATNTDLLLAYANLMLLTLSTRDVQESRELLESFDSALQSAKSSLGGNDELSATFLEMKGHFYMHAGSLLLKMGQHGNNVQ.... Result: 0 (no interaction). (8) The miRNA is hsa-miR-330-5p with sequence UCUCUGGGCCUGUGUCUUAGGC. The protein sequence of the target gene is MAEPSPARRPVPLIESELYFLIARYLSAGPCRRAAQVLVQELEQYQLLPKRLDWEGNEHNRSYEELVLSNKHVAPDHLLQICQRIGPMLDKEVPPSISRVTSLLGAGRQSLLRTAKDCRHTVWKGSAFAALHRGRPPEMPVNYGPPPSLVEIHRGRQLTGCSTFSTAFPGTMYQHIKMHRRILGHLSAVYCVAFDRTGHRIFTGSDDCLVKIWSTHNGRLLSTLRGHSAEISDMAVNYENTLIAAGSCDKIIRVWCLRTCAPVAVLQGHTGSITSLQFSPMAKGPQRYMVSTGADGTVCF.... Result: 0 (no interaction). (9) The miRNA is hsa-miR-495-5p with sequence GAAGUUGCCCAUGUUAUUUUCG. The protein sequence of the target gene is MVVMARLSRPERPDLVFEEEDLPYEEEIMRNQFSVKCWLRYIEFKQGAPKPRLNQLYERALKLLPCSYKLWYRYLKARRAQVKHRCVTDPAYEDVNNCHERAFVFMHKMPRLWLDYCQFLMDQGRVTHTRRTFDRALRALPITQHSRIWPLYLRFLRSHPLPETAVRGYRRFLKLSPESAEEYIEYLKSSDRLDEAAQRLATVVNDERFVSKAGKSNYQLWHELCDLISQNPDKVQSLNVDAIIRGGLTRFTDQLGKLWCSLADYYIRSGHFEKARDVYEEAIRTVMTVRDFTQVFDSYA.... Result: 0 (no interaction).